Dataset: Full USPTO retrosynthesis dataset with 1.9M reactions from patents (1976-2016). Task: Predict the reactants needed to synthesize the given product. Given the product [CH3:20][O:19][C:9]1[CH:8]=[C:7]([CH:12]=[C:11]([O:13][CH2:14][CH2:15][CH2:16][O:17][CH3:18])[CH:10]=1)[C:6]([OH:21])=[O:5], predict the reactants needed to synthesize it. The reactants are: CC#N.C[O:5][C:6](=[O:21])[C:7]1[CH:12]=[C:11]([O:13][CH2:14][CH2:15][CH2:16][O:17][CH3:18])[CH:10]=[C:9]([O:19][CH3:20])[CH:8]=1.[OH-].[Na+].